From a dataset of CYP2C9 inhibition data for predicting drug metabolism from PubChem BioAssay. Regression/Classification. Given a drug SMILES string, predict its absorption, distribution, metabolism, or excretion properties. Task type varies by dataset: regression for continuous measurements (e.g., permeability, clearance, half-life) or binary classification for categorical outcomes (e.g., BBB penetration, CYP inhibition). Dataset: cyp2c9_veith. (1) The drug is Cc1ccc(-c2cc(C(=O)NN=C3CCCC3)c3ccccc3n2)cc1. The result is 1 (inhibitor). (2) The compound is FC(F)(F)c1cc(-c2ccco2)nc(NCc2cccs2)n1. The result is 1 (inhibitor). (3) The drug is C#CCCCO/N=C1\[C@@H]2CCn3c(=O)n([C@@H](CC)c4ccccc4)c(=O)n3[C@H]2[C@H](O)[C@H]2O[C@H]12. The result is 0 (non-inhibitor). (4) The molecule is O=C(O)c1cc(=O)c2ccccc2[nH]1. The result is 0 (non-inhibitor). (5) The drug is CCOC(=O)Cc1csc(NC(=O)CCCCCN2C(=O)c3ccccc3C2=O)n1. The result is 1 (inhibitor). (6) The drug is COC(=O)[C@@]1(Cc2ccc(OC)cc2)[C@H]2c3cc(C(=O)N(C)C)n(C)c3C[C@H]2CN1C(=O)c1ccccc1. The result is 1 (inhibitor). (7) The molecule is COc1ccc2c(c1)[nH]c1c(C)nccc12. The result is 0 (non-inhibitor).